Dataset: Merck oncology drug combination screen with 23,052 pairs across 39 cell lines. Task: Regression. Given two drug SMILES strings and cell line genomic features, predict the synergy score measuring deviation from expected non-interaction effect. (1) Drug 1: N.N.O=C(O)C1(C(=O)O)CCC1.[Pt]. Drug 2: NC1(c2ccc(-c3nc4ccn5c(=O)[nH]nc5c4cc3-c3ccccc3)cc2)CCC1. Cell line: NCIH23. Synergy scores: synergy=-6.46. (2) Cell line: LNCAP. Drug 1: CCC1=CC2CN(C1)Cc1c([nH]c3ccccc13)C(C(=O)OC)(c1cc3c(cc1OC)N(C)C1C(O)(C(=O)OC)C(OC(C)=O)C4(CC)C=CCN5CCC31C54)C2. Synergy scores: synergy=2.33. Drug 2: Cn1nnc2c(C(N)=O)ncn2c1=O. (3) Drug 1: O=C(O)C1(Cc2cccc(Nc3nccs3)n2)CCC(Oc2cccc(Cl)c2F)CC1. Drug 2: CCc1c2c(nc3ccc(O)cc13)-c1cc3c(c(=O)n1C2)COC(=O)C3(O)CC. Cell line: HT29. Synergy scores: synergy=4.14. (4) Drug 1: CC1CC2C3CCC4=CC(=O)C=CC4(C)C3(F)C(O)CC2(C)C1(O)C(=O)CO. Drug 2: O=C(CCCCCCC(=O)Nc1ccccc1)NO. Cell line: HT144. Synergy scores: synergy=-7.23. (5) Drug 1: C#Cc1cccc(Nc2ncnc3cc(OCCOC)c(OCCOC)cc23)c1. Drug 2: NC1CCCCC1N.O=C(O)C(=O)O.[Pt+2]. Cell line: VCAP. Synergy scores: synergy=-8.15.